Task: Predict the reactants needed to synthesize the given product.. Dataset: Full USPTO retrosynthesis dataset with 1.9M reactions from patents (1976-2016) (1) Given the product [N:7]1[CH:8]=[CH:9][CH:10]=[CH:11][C:6]=1[C:21]1[CH:22]=[C:23]([CH:38]=[CH:39][CH:40]=1)[CH:24]=[C:25]1[CH2:30][CH2:29][N:28]([C:31]([O:33][C:34]([CH3:37])([CH3:36])[CH3:35])=[O:32])[CH2:27][CH2:26]1, predict the reactants needed to synthesize it. The reactants are: C([Sn](CCCC)(CCCC)[C:6]1[CH:11]=[CH:10][CH:9]=[CH:8][N:7]=1)CCC.I[C:21]1[CH:22]=[C:23]([CH:38]=[CH:39][CH:40]=1)[CH:24]=[C:25]1[CH2:30][CH2:29][N:28]([C:31]([O:33][C:34]([CH3:37])([CH3:36])[CH3:35])=[O:32])[CH2:27][CH2:26]1. (2) Given the product [CH:29]1([N:27]([CH3:28])[C:25]([N:23]2[CH:24]=[C:20]([C:15]3[CH:16]=[CH:17][C:18]4[O:19][C:8](=[O:9])[NH:12][C:13]=4[CH:14]=3)[N:21]=[CH:22]2)=[O:26])[CH2:30][CH2:31][CH2:32][CH2:33]1, predict the reactants needed to synthesize it. The reactants are: C1(C)C=CC=CC=1.[C:8](Cl)(Cl)=[O:9].[NH2:12][C:13]1[CH:14]=[C:15]([C:20]2[N:21]=[CH:22][N:23]([C:25]([N:27]([CH:29]3[CH2:33][CH2:32][CH2:31][CH2:30]3)[CH3:28])=[O:26])[CH:24]=2)[CH:16]=[CH:17][C:18]=1[OH:19].O. (3) Given the product [Br:1][C:2]1[CH:3]=[C:4]([N:9]([CH3:14])[S:10]([CH3:13])(=[O:12])=[O:11])[CH:5]=[CH:6][C:7]=1[CH3:8], predict the reactants needed to synthesize it. The reactants are: [Br:1][C:2]1[CH:3]=[C:4]([NH:9][S:10]([CH3:13])(=[O:12])=[O:11])[CH:5]=[CH:6][C:7]=1[CH3:8].[C:14](OC(=O)COC1C=CC(Cl)=CC=1C#CC1C=C(NS(C)(=O)=O)C=CC=1C)(C)(C)C.[H-].[Na+].IC. (4) Given the product [F:36][C:33]1[CH:34]=[CH:35][C:30]([C:28](=[O:29])[CH2:27][O:15][C:14]([CH:11]2[CH2:12][CH2:13][N:8]([C:6]([O:5][C:1]([CH3:4])([CH3:2])[CH3:3])=[O:7])[CH2:9][C:10]2([F:18])[F:17])=[O:16])=[CH:31][C:32]=1[CH3:37], predict the reactants needed to synthesize it. The reactants are: [C:1]([O:5][C:6]([N:8]1[CH2:13][CH2:12][CH:11]([C:14]([OH:16])=[O:15])[C:10]([F:18])([F:17])[CH2:9]1)=[O:7])([CH3:4])([CH3:3])[CH3:2].C(N(CC)CC)C.Br[CH2:27][C:28]([C:30]1[CH:35]=[CH:34][C:33]([F:36])=[C:32]([CH3:37])[CH:31]=1)=[O:29].C(OCC)(=O)C. (5) Given the product [Cl:1][C:2]1[CH:3]=[CH:4][CH:5]=[C:6]2[C:10]=1[N:9]([CH3:11])[CH:8]=[C:7]2[CH2:12][N:13]([CH3:30])[C:14](=[O:29])/[CH:15]=[CH:16]/[C:17]1[CH:18]=[N:19][C:20]([NH:23][CH2:24][C:25]([NH:36][CH3:35])=[O:27])=[CH:21][CH:22]=1, predict the reactants needed to synthesize it. The reactants are: [Cl:1][C:2]1[CH:3]=[CH:4][CH:5]=[C:6]2[C:10]=1[N:9]([CH3:11])[CH:8]=[C:7]2[CH2:12][N:13]([CH3:30])[C:14](=[O:29])/[CH:15]=[CH:16]/[C:17]1[CH:18]=[N:19][C:20]([NH:23][CH2:24][C:25]([O:27]C)=O)=[CH:21][CH:22]=1.COC([CH2:35][NH:36]C1N=CC(/C=C/C(N(C)CC2C3C(=CC=CC=3)NC=2C)=O)=CC=1)=O. (6) Given the product [CH3:1][C:2]1[C:6]([C:7]2[CH:8]=[CH:9][C:10]3[N:11]([C:13]([C:16]([NH:55][C:53]4[CH:52]=[CH:51][N:50]=[C:49]([N:44]5[CH2:48][CH2:47][CH2:46][CH2:45]5)[CH:54]=4)=[O:18])=[CH:14][N:15]=3)[N:12]=2)=[C:5]([CH3:19])[O:4][N:3]=1, predict the reactants needed to synthesize it. The reactants are: [CH3:1][C:2]1[C:6]([C:7]2[CH:8]=[CH:9][C:10]3[N:11]([C:13]([C:16]([OH:18])=O)=[CH:14][N:15]=3)[N:12]=2)=[C:5]([CH3:19])[O:4][N:3]=1.CN(C(ON1N=NC2C=CC=NC1=2)=[N+](C)C)C.F[P-](F)(F)(F)(F)F.[N:44]1([C:49]2[CH:54]=[C:53]([NH2:55])[CH:52]=[CH:51][N:50]=2)[CH2:48][CH2:47][CH2:46][CH2:45]1.CCN(C(C)C)C(C)C. (7) Given the product [CH2:10]([O:9][C:3]1[CH:4]=[CH:5][CH:6]=[C:7]([F:8])[C:2]=1[Br:1])[C:11]1[CH:16]=[CH:15][CH:14]=[CH:13][CH:12]=1, predict the reactants needed to synthesize it. The reactants are: [Br:1][C:2]1[C:7]([F:8])=[CH:6][CH:5]=[CH:4][C:3]=1[OH:9].[CH2:10](Br)[C:11]1[CH:16]=[CH:15][CH:14]=[CH:13][CH:12]=1.